From a dataset of Forward reaction prediction with 1.9M reactions from USPTO patents (1976-2016). Predict the product of the given reaction. (1) Given the reactants [CH3:1][Mg]Br.[CH3:4][C:5]([CH3:36])([CH2:34]C)[CH2:6][C:7]1[N:8]=[C:9]([C:18](=[O:33])[CH2:19][C:20]2[CH:25]=[CH:24][C:23]([C:26]3[CH:31]=[CH:30][C:29]([F:32])=[CH:28][N:27]=3)=[CH:22][CH:21]=2)[N:10]([S:12]([N:15]([CH3:17])[CH3:16])(=[O:14])=[O:13])[CH:11]=1, predict the reaction product. The product is: [CH3:34][C:5]([CH3:4])([CH3:36])[CH2:6][C:7]1[N:8]=[C:9]([C:18]([OH:33])([CH3:1])[CH2:19][C:20]2[CH:25]=[CH:24][C:23]([C:26]3[CH:31]=[CH:30][C:29]([F:32])=[CH:28][N:27]=3)=[CH:22][CH:21]=2)[N:10]([S:12]([N:15]([CH3:16])[CH3:17])(=[O:14])=[O:13])[CH:11]=1. (2) Given the reactants [CH2:1]([N:8]([CH2:16][CH2:17][N:18]1[CH:27]([CH2:28][C:29]2[CH:34]=[CH:33][CH:32]=[CH:31][CH:30]=2)[CH2:26][C:25]2[C:20](=[CH:21][CH:22]=[C:23]([F:35])[CH:24]=2)[CH2:19]1)C(=O)OC(C)(C)C)[C:2]1[CH:7]=[CH:6][CH:5]=[CH:4][CH:3]=1, predict the reaction product. The product is: [CH2:1]([NH:8][CH2:16][CH2:17][N:18]1[CH:27]([CH2:28][C:29]2[CH:34]=[CH:33][CH:32]=[CH:31][CH:30]=2)[CH2:26][C:25]2[C:20](=[CH:21][CH:22]=[C:23]([F:35])[CH:24]=2)[CH2:19]1)[C:2]1[CH:7]=[CH:6][CH:5]=[CH:4][CH:3]=1. (3) Given the reactants [CH3:1][C:2]1([C:7]2[O:11][C:10]([CH2:12][N:13]3[N:17]=[C:16]([NH2:18])[CH:15]=[N:14]3)=[CH:9][CH:8]=2)[O:6]CCO1.[C:19]1([CH3:30])[CH:24]=[CH:23][CH:22]=[C:21](/[CH:25]=[CH:26]/[C:27](O)=[O:28])[CH:20]=1, predict the reaction product. The product is: [C:2]([C:7]1[O:11][C:10]([CH2:12][N:13]2[N:17]=[C:16]([NH:18][C:27](=[O:28])/[CH:26]=[CH:25]/[C:21]3[CH:20]=[C:19]([CH3:30])[CH:24]=[CH:23][CH:22]=3)[CH:15]=[N:14]2)=[CH:9][CH:8]=1)(=[O:6])[CH3:1].